Task: Predict which catalyst facilitates the given reaction.. Dataset: Catalyst prediction with 721,799 reactions and 888 catalyst types from USPTO (1) Reactant: [CH2:1]([O:8][C:9]([N:11]1[CH2:20][CH2:19][C:18]2[C:13](=[CH:14][CH:15]=[CH:16][CH:17]=2)[C@H:12]1[C:21]1[CH:26]=[C:25]([Cl:27])[CH:24]=[CH:23][C:22]=1[O:28][CH2:29][C:30]([O:32]CC)=O)=[O:10])[C:2]1[CH:7]=[CH:6][CH:5]=[CH:4][CH:3]=1.[NH2:35][OH:36]. Product: [CH2:1]([O:8][C:9]([N:11]1[CH2:20][CH2:19][C:18]2[C:13](=[CH:14][CH:15]=[CH:16][CH:17]=2)[C@H:12]1[C:21]1[CH:26]=[C:25]([Cl:27])[CH:24]=[CH:23][C:22]=1[O:28][CH2:29][C:30](=[O:32])[NH:35][OH:36])=[O:10])[C:2]1[CH:7]=[CH:6][CH:5]=[CH:4][CH:3]=1. The catalyst class is: 32. (2) Reactant: Cl[CH2:2][C:3](=[O:13])[CH2:4][C:5]1[CH:10]=[CH:9][CH:8]=[C:7]([F:11])[C:6]=1[CH3:12].[Br-:14].[Li+]. Product: [Br:14][CH2:2][C:3](=[O:13])[CH2:4][C:5]1[CH:10]=[CH:9][CH:8]=[C:7]([F:11])[C:6]=1[CH3:12]. The catalyst class is: 21. (3) Reactant: [CH3:1][C:2]1[C:3](B2OC(C)(C)C(C)(C)O2)=[C:4]([NH2:8])[CH:5]=[CH:6][CH:7]=1.[C:18]([O:22][C:23](=[O:44])[NH:24][C:25]([C:27]1[S:28][C:29]([S:42][CH3:43])=[C:30]([S:32]([C:35]2[CH:40]=[CH:39][CH:38]=[C:37](Br)[CH:36]=2)(=[O:34])=[O:33])[CH:31]=1)=[NH:26])([CH3:21])([CH3:20])[CH3:19].C([O-])([O-])=O.[Na+].[Na+].C(O)C. Product: [C:18]([O:22][C:23](=[O:44])[NH:24][C:25]([C:27]1[S:28][C:29]([S:42][CH3:43])=[C:30]([S:32]([C:35]2[CH:36]=[C:37]([C:3]3[C:2]([CH3:1])=[CH:7][CH:6]=[CH:5][C:4]=3[NH2:8])[CH:38]=[CH:39][CH:40]=2)(=[O:34])=[O:33])[CH:31]=1)=[NH:26])([CH3:21])([CH3:20])[CH3:19]. The catalyst class is: 206. (4) Reactant: [O:1]1[C:5]2[CH:6]=[CH:7][C:8]([C:10]3[CH:15]=[CH:14][C:13]([N:16]4[C:20](=[O:21])[N:19]([CH2:22][CH2:23][N:24]5C(=O)C6C(=CC=CC=6)C5=O)[N:18]=[C:17]4[CH2:35][C@@H:36]4[CH2:40][CH2:39][N:38]([C:41]([CH:43]5[CH2:45][CH2:44]5)=[O:42])[CH2:37]4)=[CH:12][CH:11]=3)=[CH:9][C:4]=2[CH:3]=[CH:2]1.O.NN.C1(=O)NC(=O)C2=CC=CC=C12. Product: [NH2:24][CH2:23][CH2:22][N:19]1[C:20](=[O:21])[N:16]([C:13]2[CH:14]=[CH:15][C:10]([C:8]3[CH:7]=[CH:6][C:5]4[O:1][CH:2]=[CH:3][C:4]=4[CH:9]=3)=[CH:11][CH:12]=2)[C:17]([CH2:35][C@@H:36]2[CH2:40][CH2:39][N:38]([C:41]([CH:43]3[CH2:45][CH2:44]3)=[O:42])[CH2:37]2)=[N:18]1. The catalyst class is: 8.